Dataset: Forward reaction prediction with 1.9M reactions from USPTO patents (1976-2016). Task: Predict the product of the given reaction. (1) Given the reactants [Cl:1][C:2]1[CH:3]=[C:4]([OH:26])[CH:5]=[CH:6][C:7]=1[CH:8]([CH3:25])[C:9]([OH:24])([C:14]1[CH:15]=[N:16][C:17]2[C:22]([CH:23]=1)=[CH:21][CH:20]=[CH:19][CH:18]=2)[C:10]([F:13])([F:12])[F:11].[H-].[Na+].[CH2:29]([O:31][C:32](=[O:41])[C:33]1[CH:38]=[CH:37][C:36]([CH2:39]Br)=[CH:35][CH:34]=1)[CH3:30].O, predict the reaction product. The product is: [CH2:29]([O:31][C:32](=[O:41])[C:33]1[CH:38]=[CH:37][C:36]([CH2:39][O:26][C:4]2[CH:5]=[CH:6][C:7]([CH:8]([CH3:25])[C:9]([OH:24])([C:14]3[CH:15]=[N:16][C:17]4[C:22]([CH:23]=3)=[CH:21][CH:20]=[CH:19][CH:18]=4)[C:10]([F:11])([F:13])[F:12])=[C:2]([Cl:1])[CH:3]=2)=[CH:35][CH:34]=1)[CH3:30]. (2) Given the reactants [N:1]1[CH:6]=[C:5]([C:7]([OH:9])=[O:8])[CH:4]=[CH:3][C:2]=1[C:10]([OH:12])=[O:11].S(=O)(=O)(O)O.O.[CH3:19]O, predict the reaction product. The product is: [CH3:19][O:11][C:10]([C:2]1[CH:3]=[CH:4][C:5]([C:7]([OH:9])=[O:8])=[CH:6][N:1]=1)=[O:12]. (3) Given the reactants [O:1]1[CH:5]=[C:4]([CH2:6][CH2:7]O)[C:3]2[CH:9]=[CH:10][C:11]3[C:16]([C:2]1=2)=[CH:15][CH:14]=[CH:13][CH:12]=3.C1(P(C2C=CC=CC=2)C2C=CC=CC=2)C=CC=CC=1.[I:36]I.N1C=CN=C1, predict the reaction product. The product is: [I:36][CH2:7][CH2:6][C:4]1[C:3]2[CH:9]=[CH:10][C:11]3[C:16](=[CH:15][CH:14]=[CH:13][CH:12]=3)[C:2]=2[O:1][CH:5]=1. (4) Given the reactants O.Br[C:3]1[CH:4]=[CH:5][C:6]2[N:12]3[C:13]([CH3:16])=[N:14][N:15]=[C:11]3[CH2:10][CH2:9][C:8](=[O:17])[C:7]=2[CH:18]=1.[CH3:19][C:20]1[C:24](B(O)O)=[C:23]([CH3:28])[O:22][N:21]=1.C(=O)(O)[O-].[Na+], predict the reaction product. The product is: [CH3:19][C:20]1[C:24]([C:3]2[CH:4]=[CH:5][C:6]3[N:12]4[C:13]([CH3:16])=[N:14][N:15]=[C:11]4[CH2:10][CH2:9][C:8](=[O:17])[C:7]=3[CH:18]=2)=[C:23]([CH3:28])[O:22][N:21]=1.